This data is from Catalyst prediction with 721,799 reactions and 888 catalyst types from USPTO. The task is: Predict which catalyst facilitates the given reaction. Reactant: [C:1]([O:18][CH2:19][C@H:20]([OH:29])[C@H:21]1[O:26][C:24](=[O:25])[C:23]([OH:27])=[C:22]1[OH:28])(=[O:17])[CH2:2][CH2:3][CH2:4][CH2:5][CH2:6][CH2:7][CH2:8][CH2:9][CH2:10][CH2:11][CH2:12][CH2:13][CH2:14][CH2:15][CH3:16].C1(C)C=CC=CC=1.[CH2:37]([N:39]([CH2:43][CH3:44])[C:40](Cl)=[O:41])[CH3:38]. Product: [C:1]([O:18][CH2:19][C@@H:20]([C@@H:21]1[C:22]([OH:28])=[C:23]([O:27][C:40](=[O:41])[N:39]([CH2:43][CH3:44])[CH2:37][CH3:38])[C:24](=[O:25])[O:26]1)[OH:29])(=[O:17])[CH2:2][CH2:3][CH2:4][CH2:5][CH2:6][CH2:7][CH2:8][CH2:9][CH2:10][CH2:11][CH2:12][CH2:13][CH2:14][CH2:15][CH3:16]. The catalyst class is: 17.